From a dataset of NCI-60 drug combinations with 297,098 pairs across 59 cell lines. Regression. Given two drug SMILES strings and cell line genomic features, predict the synergy score measuring deviation from expected non-interaction effect. Drug 1: CNC(=O)C1=CC=CC=C1SC2=CC3=C(C=C2)C(=NN3)C=CC4=CC=CC=N4. Drug 2: C1=CC(=CC=C1CC(C(=O)O)N)N(CCCl)CCCl.Cl. Cell line: NCIH23. Synergy scores: CSS=17.6, Synergy_ZIP=-4.07, Synergy_Bliss=-0.0401, Synergy_Loewe=-2.70, Synergy_HSA=-2.08.